Dataset: Catalyst prediction with 721,799 reactions and 888 catalyst types from USPTO. Task: Predict which catalyst facilitates the given reaction. (1) Reactant: C(O)(=O)[C:2]1[CH:10]=[CH:9][CH:8]=[C:4]([C:5]([OH:7])=[O:6])[CH:3]=1.CCN=C=NCCCN(C)C.Cl.CNCCOCCOCCOCCC(OC(C)(C)C)=O. Product: [C:5]([OH:7])(=[O:6])[C:4]1[CH:8]=[CH:9][CH:10]=[CH:2][CH:3]=1. The catalyst class is: 112. (2) Reactant: [C:1]1([CH2:7][C:8]([NH:10][C:11]#[N:12])=[O:9])[CH:6]=[CH:5][CH:4]=[CH:3][CH:2]=1.Cl.NO.[N:16]1C=CC=CC=1. Product: [CH2:7]([C:8]1[O:9][N:12]=[C:11]([NH2:16])[N:10]=1)[C:1]1[CH:6]=[CH:5][CH:4]=[CH:3][CH:2]=1. The catalyst class is: 8. (3) Reactant: C(OC([N:11]1[CH2:16][CH2:15][NH:14][C:13](=[O:17])[CH:12]1[CH2:18][O:19][CH3:20])=O)C1C=CC=CC=1.I[C:22]1[C:23]([NH2:28])=[N:24][CH:25]=[CH:26][CH:27]=1.Br. Product: [NH2:28][C:23]1[C:22]2[C:23](=[CH:22][C:27]([CH2:26][N:14]3[CH2:15][CH2:16][NH:11][CH:12]([CH2:18][O:19][CH3:20])[C:13]3=[O:17])=[CH:26][CH:27]=2)[N:24]=[CH:25][N:24]=1. The catalyst class is: 15. (4) Reactant: [OH:1][C:2]1[CH:7]=[C:6]([OH:8])[CH:5]=[CH:4][C:3]=1[C:9]([C:11]1[CH:16]=[CH:15][C:14]([OH:17])=[CH:13][CH:12]=1)=[O:10].C(=O)([O-])[O-].[K+].[K+].[CH2:24](Br)[C:25]1[CH:30]=[CH:29][CH:28]=[CH:27][CH:26]=1. Product: [CH2:24]([O:8][C:6]1[CH:5]=[CH:4][C:3]([C:9]([C:11]2[CH:16]=[CH:15][C:14]([O:17][CH2:9][C:3]3[CH:4]=[CH:5][CH:6]=[CH:7][CH:2]=3)=[CH:13][CH:12]=2)=[O:10])=[C:2]([OH:1])[CH:7]=1)[C:25]1[CH:30]=[CH:29][CH:28]=[CH:27][CH:26]=1. The catalyst class is: 21. (5) Reactant: [H-].[Na+].[OH:3][CH2:4][CH2:5][N:6]1[CH2:10][CH2:9][CH2:8][CH2:7]1.[Br:11][C:12]1[CH:13]=[N:14][C:15](Cl)=[N:16][CH:17]=1.O. Product: [Br:11][C:12]1[CH:13]=[N:14][C:15]([O:3][CH2:4][CH2:5][N:6]2[CH2:10][CH2:9][CH2:8][CH2:7]2)=[N:16][CH:17]=1. The catalyst class is: 1. (6) Reactant: [Cl:1][C:2]1[CH:7]=[CH:6][C:5]([N:8]=[C:9]=[O:10])=[CH:4][CH:3]=1.Cl.[CH3:12][C:13]1[CH:14]=[C:15]2[C:20](=[CH:21][C:22]=1[C:23]1[CH:28]=[C:27]([N:29]3[CH2:34][CH2:33][N:32]([CH3:35])[CH2:31][CH2:30]3)[N:26]=[C:25]([NH2:36])[N:24]=1)[CH2:19][NH:18][CH2:17][CH2:16]2.C(N(CC)CC)C. Product: [NH2:36][C:25]1[N:24]=[C:23]([C:22]2[CH:21]=[C:20]3[C:15]([CH2:16][CH2:17][N:18]([C:9]([NH:8][C:5]4[CH:6]=[CH:7][C:2]([Cl:1])=[CH:3][CH:4]=4)=[O:10])[CH2:19]3)=[CH:14][C:13]=2[CH3:12])[CH:28]=[C:27]([N:29]2[CH2:34][CH2:33][N:32]([CH3:35])[CH2:31][CH2:30]2)[N:26]=1. The catalyst class is: 10. (7) Product: [Si:1]([O:8][CH2:9][C:10]1[N:15]=[C:14]([CH3:16])[N:13]=[C:12]([C:17]([NH:36][CH2:35][C:34]2[CH:37]=[CH:38][C:31]([F:30])=[C:32]([O:39][CH3:40])[CH:33]=2)=[O:19])[CH:11]=1)([C:4]([CH3:5])([CH3:6])[CH3:7])([CH3:2])[CH3:3]. The catalyst class is: 5. Reactant: [Si:1]([O:8][CH2:9][C:10]1[N:15]=[C:14]([CH3:16])[N:13]=[C:12]([C:17]([O:19]C)=O)[CH:11]=1)([C:4]([CH3:7])([CH3:6])[CH3:5])([CH3:3])[CH3:2].CCN(C(C)C)C(C)C.[F:30][C:31]1[CH:38]=[CH:37][C:34]([CH2:35][NH2:36])=[CH:33][C:32]=1[O:39][CH3:40].